This data is from Reaction yield outcomes from USPTO patents with 853,638 reactions. The task is: Predict the reaction yield, written as a fraction of the theoretical maximum amount of product (1.0 means a 100% yield; for example, 0.34 means a 34% yield). (1) The reactants are [Br:1][C:2]1[CH:3]=[C:4]([NH:13][CH:14]2[CH2:19][CH2:18][O:17][CH2:16][CH2:15]2)[C:5]([CH3:12])=[C:6]([CH:11]=1)[C:7]([O:9][CH3:10])=[O:8].[CH:20]1([CH:23]=O)[CH2:22][CH2:21]1.C(O)(=O)C.C([BH3-])#N.[Na+]. The catalyst is CO. The product is [Br:1][C:2]1[CH:3]=[C:4]([N:13]([CH2:23][CH:20]2[CH2:22][CH2:21]2)[CH:14]2[CH2:19][CH2:18][O:17][CH2:16][CH2:15]2)[C:5]([CH3:12])=[C:6]([CH:11]=1)[C:7]([O:9][CH3:10])=[O:8]. The yield is 0.237. (2) The reactants are [N:1]1([CH2:7][C:8]([NH:10][C:11]2[CH:16]=[C:15]([N+:17]([O-])=O)[CH:14]=[CH:13][C:12]=2[O:20][C:21]([F:24])([F:23])[F:22])=[O:9])[CH2:6][CH2:5][O:4][CH2:3][CH2:2]1. The catalyst is C(OCC)(=O)C.[Pd]. The product is [NH2:17][C:15]1[CH:14]=[CH:13][C:12]([O:20][C:21]([F:23])([F:24])[F:22])=[C:11]([NH:10][C:8](=[O:9])[CH2:7][N:1]2[CH2:2][CH2:3][O:4][CH2:5][CH2:6]2)[CH:16]=1. The yield is 0.980. (3) The reactants are Cl[C:2]1[C:11]2[C:6](=[CH:7][C:8](Cl)=[N:9][C:10]=2Cl)[CH:5]=[C:4](Cl)[N:3]=1.C([O-])(=O)C.[K+]. The catalyst is CO.[Pd]. The yield is 0.900. The product is [CH2:10]1[C:11]2[C:6](=[CH:5][CH:4]=[N:3][CH:2]=2)[CH2:7][CH2:8][NH:9]1. (4) The reactants are Br[CH2:2][C:3]1[C:8]([Cl:9])=[CH:7][N:6]=[CH:5][C:4]=1[Cl:10].[CH3:11][C:12]1[C:13]([OH:19])=[N:14][C:15]([SH:18])=[N:16][CH:17]=1.C(N(CC)CC)C. The catalyst is C(O)C. The product is [Cl:10][C:4]1[CH:5]=[N:6][CH:7]=[C:8]([Cl:9])[C:3]=1[CH2:2][S:18][C:15]1[N:14]=[C:13]([OH:19])[C:12]([CH3:11])=[CH:17][N:16]=1. The yield is 0.650. (5) The reactants are [N+:1]([C:4]1[CH:9]=[CH:8][C:7]([NH:10][C:11](=[O:17])[CH2:12][CH2:13][C:14]([OH:16])=O)=[CH:6][C:5]=1[C:18]([F:21])([F:20])[F:19])([O-:3])=[O:2].CC([O-])=O.[Na+]. The catalyst is C(OC(=O)C)(=O)C.O. The product is [N+:1]([C:4]1[CH:9]=[CH:8][C:7]([N:10]2[C:11](=[O:17])[CH2:12][CH2:13][C:14]2=[O:16])=[CH:6][C:5]=1[C:18]([F:21])([F:20])[F:19])([O-:3])=[O:2]. The yield is 0.390. (6) The yield is 0.840. The reactants are ClCCCC(=O)C.[C-]#N.[Na+].C(N)C1C=CC=CC=1.C(O)(=O)C.[OH-].[Na+].[CH2:25]([NH:32][C:33]([C:39]#[N:40])([CH2:35][CH2:36][CH2:37]Cl)[CH3:34])[C:26]1[CH:31]=[CH:30][CH:29]=[CH:28][CH:27]=1. The catalyst is C(OCC)(=O)C.O. The product is [CH2:25]([N:32]1[CH2:37][CH2:36][CH2:35][C:33]1([C:39]#[N:40])[CH3:34])[C:26]1[CH:31]=[CH:30][CH:29]=[CH:28][CH:27]=1.